This data is from Full USPTO retrosynthesis dataset with 1.9M reactions from patents (1976-2016). The task is: Predict the reactants needed to synthesize the given product. (1) Given the product [CH3:29][S:30]([O:9][CH2:8][CH:7]([C:10]1[C:19]2[C:14](=[CH:15][CH:16]=[C:17]([O:20][CH3:21])[CH:18]=2)[CH:13]=[CH:12][CH:11]=1)[CH2:6][NH:5][C:3](=[O:4])[CH2:2][F:1])(=[O:32])=[O:31], predict the reactants needed to synthesize it. The reactants are: [F:1][CH2:2][C:3]([NH:5][CH2:6][CH:7]([C:10]1[C:19]2[C:14](=[CH:15][CH:16]=[C:17]([O:20][CH3:21])[CH:18]=2)[CH:13]=[CH:12][CH:11]=1)[CH2:8][OH:9])=[O:4].C(N(CC)CC)C.[CH3:29][S:30](Cl)(=[O:32])=[O:31].O. (2) Given the product [C:1]([C:44]1[CH:43]=[C:42]([NH:56][C:57]([C:59]2[O:60][C:61]3[C:66]([C:67](=[O:69])[CH:68]=2)=[CH:65][CH:64]=[CH:63][C:62]=3[N:70]2[CH2:75][CH2:74][N:73]([CH3:76])[CH2:72][CH2:71]2)=[O:58])[CH:41]=[CH:46][C:45]=1[N:47]1[CH2:48][CH2:49][O:50][CH2:51][CH2:52]1)#[N:2], predict the reactants needed to synthesize it. The reactants are: [CH3:1][N:2]1CCN(C2C=CC3C(C=2)=CC=C2C=3OC(C(NC3C=CC(N4CCOCC4)=CC=3)=O)=CC2=O)CC1.C(O[C:41]1[CH:46]=[C:45]([N:47]2[CH2:52][CH2:51][O:50][CH2:49][CH2:48]2)[C:44](OCC)=[CH:43][C:42]=1[NH:56][C:57]([C:59]1[O:60][C:61]2[C:66]([C:67](=[O:69])[CH:68]=1)=[CH:65][CH:64]=[CH:63][C:62]=2[N:70]1[CH2:75][CH2:74][N:73]([CH3:76])[CH2:72][CH2:71]1)=[O:58])C. (3) Given the product [Cl:1][C:2]1[CH:15]=[C:14]([O:16][CH3:17])[CH:13]=[CH:12][C:3]=1[N:4]([CH3:5])[C:19]([NH2:20])=[NH:18], predict the reactants needed to synthesize it. The reactants are: [Cl:1][C:2]1[CH:15]=[C:14]([O:16][CH3:17])[CH:13]=[CH:12][C:3]=1[NH:4][CH2:5]C1C=CC=CC=1.[N:18]#[C:19][NH2:20].Cl. (4) Given the product [Cl:19][C:15]1[CH:14]=[C:13]([CH:12]2[CH2:30][C:29](=[O:31])[NH:28][CH:27]([C:25]3[CH:26]=[C:21]([F:20])[CH:22]=[CH:23][C:24]=3[CH3:36])[C:6]32[C:5]2[C:9](=[CH:10][C:2]([F:1])=[CH:3][CH:4]=2)[NH:8][C:7]3=[O:11])[CH:18]=[CH:17][CH:16]=1, predict the reactants needed to synthesize it. The reactants are: [F:1][C:2]1[CH:10]=[C:9]2[C:5](/[C:6](=[CH:12]/[C:13]3[CH:18]=[CH:17][CH:16]=[C:15]([Cl:19])[CH:14]=3)/[C:7](=[O:11])[NH:8]2)=[CH:4][CH:3]=1.[F:20][C:21]1[CH:22]=[CH:23][C:24]([CH3:36])=[C:25]([CH:27]=[N:28][C:29]([O:31][Si](C)(C)C)=[CH2:30])[CH:26]=1. (5) Given the product [C:1]([O:5][C:6](=[O:48])[NH:7][CH2:8][CH2:9][N:10]([C:59]([O:61][CH2:62][C:63]1[CH:68]=[CH:67][CH:66]=[CH:65][CH:64]=1)=[O:60])[CH2:11][C:12]1[CH:17]=[CH:16][C:15]([C:18]2[CH:23]=[CH:22][CH:21]=[CH:20][C:19]=2[C:24]2[N:28]([C:29]([C:42]3[CH:47]=[CH:46][CH:45]=[CH:44][CH:43]=3)([C:30]3[CH:31]=[CH:32][CH:33]=[CH:34][CH:35]=3)[C:36]3[CH:37]=[CH:38][CH:39]=[CH:40][CH:41]=3)[N:27]=[N:26][N:25]=2)=[CH:14][CH:13]=1)([CH3:4])([CH3:2])[CH3:3], predict the reactants needed to synthesize it. The reactants are: [C:1]([O:5][C:6](=[O:48])[NH:7][CH2:8][CH2:9][NH:10][CH2:11][C:12]1[CH:17]=[CH:16][C:15]([C:18]2[CH:23]=[CH:22][CH:21]=[CH:20][C:19]=2[C:24]2[N:28]([C:29]([C:42]3[CH:47]=[CH:46][CH:45]=[CH:44][CH:43]=3)([C:36]3[CH:41]=[CH:40][CH:39]=[CH:38][CH:37]=3)[C:30]3[CH:35]=[CH:34][CH:33]=[CH:32][CH:31]=3)[N:27]=[N:26][N:25]=2)=[CH:14][CH:13]=1)([CH3:4])([CH3:3])[CH3:2].CCN(C(C)C)C(C)C.Cl[C:59]([O:61][CH2:62][C:63]1[CH:68]=[CH:67][CH:66]=[CH:65][CH:64]=1)=[O:60].O. (6) Given the product [Br:1][C:2]1[C:11]2[C:6](=[CH:7][CH:8]=[CH:9][CH:10]=2)[C:5]([C:12]2[CH:13]=[CH:14][C:15]([Cl:18])=[CH:16][CH:17]=2)=[C:4]([CH:19]([O:23][Si:24]([C:27]([CH3:28])([CH3:30])[CH3:29])([CH3:25])[CH3:26])[C:20]([O:22][CH3:33])=[O:21])[C:3]=1[CH3:31], predict the reactants needed to synthesize it. The reactants are: [Br:1][C:2]1[C:11]2[C:6](=[CH:7][CH:8]=[CH:9][CH:10]=2)[C:5]([C:12]2[CH:17]=[CH:16][C:15]([Cl:18])=[CH:14][CH:13]=2)=[C:4]([CH:19]([O:23][Si:24]([C:27]([CH3:30])([CH3:29])[CH3:28])([CH3:26])[CH3:25])[C:20]([OH:22])=[O:21])[C:3]=1[CH3:31].[Si](C=[N+]=[N-])(C)(C)[CH3:33].BrC1C2C(=CC=CC=2)C(C2C=CC(Cl)=CC=2)=C(C(O[Si](C(C)(C)C)(C)C)C=O)C=1C.